From a dataset of Catalyst prediction with 721,799 reactions and 888 catalyst types from USPTO. Predict which catalyst facilitates the given reaction. (1) Reactant: Br[C:2]1[CH:7]=[CH:6][CH:5]=[C:4]([F:8])[C:3]=1[O:9][CH3:10].[CH2:11]1[CH2:15][O:14][CH2:13][CH2:12]1.C([Mg]Cl)(C)C.C1(=O)CCC1. Product: [F:8][C:4]1[C:3]([O:9][CH3:10])=[C:2]([C:15]2([OH:14])[CH2:11][CH2:12][CH2:13]2)[CH:7]=[CH:6][CH:5]=1. The catalyst class is: 28. (2) Reactant: Cl[C:2]1[C:3](=[O:14])[C:4]2[C:9]([C:10](=[O:13])[C:11]=1[Cl:12])=[CH:8][CH:7]=[CH:6][CH:5]=2.[CH2:15]([NH2:18])[CH:16]=[CH2:17]. Product: [CH2:15]([NH:18][C:2]1[C:3](=[O:14])[C:4]2[C:9]([C:10](=[O:13])[C:11]=1[Cl:12])=[CH:8][CH:7]=[CH:6][CH:5]=2)[CH:16]=[CH2:17]. The catalyst class is: 14. (3) Reactant: C(Cl)(=O)C(Cl)=O.CS(C)=O.[Br:11][C:12]1[C:13]([F:32])=[CH:14][C:15]([F:31])=[C:16]([C@@:18]([NH:23][C:24](=[O:30])[O:25][C:26]([CH3:29])([CH3:28])[CH3:27])([CH2:20][CH2:21][OH:22])[CH3:19])[CH:17]=1.C(N(CC)CC)C. Product: [Br:11][C:12]1[C:13]([F:32])=[CH:14][C:15]([F:31])=[C:16]([C@@:18]([NH:23][C:24](=[O:30])[O:25][C:26]([CH3:27])([CH3:28])[CH3:29])([CH2:20][CH:21]=[O:22])[CH3:19])[CH:17]=1. The catalyst class is: 781. (4) Reactant: [N:1]1[C:10]2[C:5](=[CH:6][CH:7]=[CH:8][CH:9]=2)[CH:4]=[C:3](C#N)[CH:2]=1.[C:13](O[C:13]([O:15][C:16]([CH3:19])([CH3:18])[CH3:17])=[O:14])([O:15][C:16]([CH3:19])([CH3:18])[CH3:17])=[O:14].[BH4-].[Na+].[NH2:30]CCNCCN. Product: [N:1]1[C:10]2[C:5](=[CH:6][CH:7]=[CH:8][CH:9]=2)[CH:4]=[C:3]([NH:30][C:13](=[O:14])[O:15][C:16]([CH3:19])([CH3:18])[CH3:17])[CH:2]=1. The catalyst class is: 652. (5) Reactant: [CH3:1]N(C)C=O.[H-].[Na+].[Cl:8][C:9]1[CH:14]=[C:13]([O:15][C:16]2[C:25]3[C:20](=[CH:21][C:22]([O:28][CH3:29])=[C:23]([O:26][CH3:27])[CH:24]=3)[N:19]=[CH:18][N:17]=2)[CH:12]=[CH:11][C:10]=1[NH:30][C:31](=[O:39])[O:32][CH:33]1[CH2:38][CH2:37][CH2:36][CH2:35][CH2:34]1.CI. Product: [Cl:8][C:9]1[CH:14]=[C:13]([O:15][C:16]2[C:25]3[C:20](=[CH:21][C:22]([O:28][CH3:29])=[C:23]([O:26][CH3:27])[CH:24]=3)[N:19]=[CH:18][N:17]=2)[CH:12]=[CH:11][C:10]=1[N:30]([CH3:1])[C:31](=[O:39])[O:32][CH:33]1[CH2:38][CH2:37][CH2:36][CH2:35][CH2:34]1. The catalyst class is: 6. (6) Reactant: [N+:1]([C:4]1[CH:9]=[CH:8][C:7]([CH:10]([OH:24])[CH2:11][CH2:12][CH:13]([C:15]2[CH:20]=[CH:19][C:18]([N+:21]([O-:23])=[O:22])=[CH:17][CH:16]=2)[OH:14])=[CH:6][CH:5]=1)([O-:3])=[O:2].C(N(CC)CC)C.[CH3:32][S:33](Cl)(=[O:35])=[O:34].[NH4+].[Cl-]. Product: [CH3:32][S:33]([O:14][CH:13]([C:15]1[CH:20]=[CH:19][C:18]([N+:21]([O-:23])=[O:22])=[CH:17][CH:16]=1)[CH2:12][CH2:11][CH:10]([O:24][S:33]([CH3:32])(=[O:35])=[O:34])[C:7]1[CH:8]=[CH:9][C:4]([N+:1]([O-:3])=[O:2])=[CH:5][CH:6]=1)(=[O:35])=[O:34]. The catalyst class is: 2.